Task: Predict the reactants needed to synthesize the given product.. Dataset: Full USPTO retrosynthesis dataset with 1.9M reactions from patents (1976-2016) (1) Given the product [O:16]=[C:14]1[NH:13][C:12]2[CH:17]=[C:8]([C:5]3([C:3]([OH:4])=[O:2])[CH2:7][CH2:6]3)[CH:9]=[CH:10][C:11]=2[O:15]1, predict the reactants needed to synthesize it. The reactants are: C[O:2][C:3]([C:5]1([C:8]2[CH:9]=[CH:10][C:11]3[O:15][C:14](=[O:16])[NH:13][C:12]=3[CH:17]=2)[CH2:7][CH2:6]1)=[O:4].O[Li].O. (2) Given the product [Br:22][CH2:11][C:10]1[N:2]([CH3:1])[N:3]=[C:4]2[C:9]=1[CH:8]=[CH:7][C:6]([N+:12]([O-:14])=[O:13])=[CH:5]2.[C:17]1(=[O:18])[NH:19][C:20](=[O:21])[CH2:15][CH2:16]1, predict the reactants needed to synthesize it. The reactants are: [CH3:1][N:2]1[C:10]([CH3:11])=[C:9]2[C:4]([CH:5]=[C:6]([N+:12]([O-:14])=[O:13])[CH:7]=[CH:8]2)=[N:3]1.[CH2:15]1[C:20](=[O:21])[N:19]([Br:22])[C:17](=[O:18])[CH2:16]1. (3) Given the product [Cl:1][C:2]1[CH:3]=[C:4]2[C:8](=[CH:9][CH:10]=1)[C:7](=[O:11])[N:6]([C:19]1[CH:18]=[N:17][CH:16]=[C:15]([I:14])[CH:20]=1)[C:5]2([CH3:13])[CH3:12], predict the reactants needed to synthesize it. The reactants are: [Cl:1][C:2]1[CH:3]=[C:4]2[C:8](=[CH:9][CH:10]=1)[C:7](=[O:11])[NH:6][C:5]2([CH3:13])[CH3:12].[I:14][C:15]1[CH:16]=[N:17][CH:18]=[C:19](I)[CH:20]=1.[C@H]1(N)CCCC[C@@H]1N.[O-]P([O-])([O-])=O.[K+].[K+].[K+]. (4) Given the product [N+:1]([C:4]1[CH:14]=[CH:13][C:7]2[NH:8][CH2:9][CH2:10][O:11][C:6]=2[CH:5]=1)([O-:3])=[O:2], predict the reactants needed to synthesize it. The reactants are: [N+:1]([C:4]1[CH:14]=[CH:13][C:7]2[NH:8][C:9](=O)[CH2:10][O:11][C:6]=2[CH:5]=1)([O-:3])=[O:2].CSC.B. (5) Given the product [Br:6][C:7]1[CH:8]=[C:9]2[C:13](=[C:14]([C:37]([NH2:1])=[O:40])[CH:15]=1)[NH:12][CH:11]=[C:10]2[CH:19]1[CH2:20][CH2:21][N:22]([S:25]([CH2:28][CH2:29][CH2:30][N:32]2[CH2:36][CH2:35][CH2:34][CH2:33]2)(=[O:27])=[O:26])[CH2:23][CH2:24]1, predict the reactants needed to synthesize it. The reactants are: [NH2:1]S(N)(=O)=O.[Br:6][C:7]1[CH:8]=[C:9]2[C:13](=[CH:14][CH:15]=1)[NH:12][C:11](C(N)=O)=[C:10]2[CH:19]1[CH2:24][CH2:23][N:22]([S:25]([CH2:28][CH2:29][CH2:30]Cl)(=[O:27])=[O:26])[CH2:21][CH2:20]1.[NH:32]1[CH2:36][CH2:35][CH2:34][CH2:33]1.[C:37]([O-:40])([O-])=O.[K+].[K+]. (6) Given the product [NH2:7][C:8]1[CH:13]=[CH:12][CH:11]=[CH:10][C:9]=1[NH:14][C:15]([C:17]1[O:18][C:19]2[C:25]([O:26][CH2:27][CH2:28][N:29]([CH3:31])[CH3:30])=[CH:24][CH:23]=[CH:22][C:20]=2[CH:21]=1)=[O:16], predict the reactants needed to synthesize it. The reactants are: C(OC(=O)[NH:7][C:8]1[CH:13]=[CH:12][CH:11]=[CH:10][C:9]=1[NH:14][C:15]([C:17]1[O:18][C:19]2[C:25]([O:26][CH2:27][CH2:28][N:29]([CH3:31])[CH3:30])=[CH:24][CH:23]=[CH:22][C:20]=2[CH:21]=1)=[O:16])(C)(C)C.NC1C=CC=CC=1NC(C1SC2C=CC(OCCN(C)C)=CC=2C=1)=O. (7) Given the product [CH3:6][C:2]([O:7][C:8]1[CH:13]=[CH:12][CH:11]=[CH:10][CH:9]=1)([CH3:1])[C:3]#[N:5], predict the reactants needed to synthesize it. The reactants are: [CH3:1][C:2]([O:7][C:8]1[CH:13]=[CH:12][CH:11]=[CH:10][CH:9]=1)([CH3:6])[C:3]([NH2:5])=O.C(N(CC)CC)C.FC(F)(F)C(OC(=O)C(F)(F)F)=O.